This data is from Full USPTO retrosynthesis dataset with 1.9M reactions from patents (1976-2016). The task is: Predict the reactants needed to synthesize the given product. (1) Given the product [Br:1][C:2]1[CH:3]=[CH:4][C:5]([O:19][CH3:20])=[C:6]([NH:8][S:9]([C:12]2[CH:17]=[CH:16][C:15]([C:22]3[S:21][CH:25]=[CH:24][CH:23]=3)=[CH:14][CH:13]=2)(=[O:11])=[O:10])[CH:7]=1, predict the reactants needed to synthesize it. The reactants are: [Br:1][C:2]1[CH:3]=[CH:4][C:5]([O:19][CH3:20])=[C:6]([NH:8][S:9]([C:12]2[CH:17]=[CH:16][C:15](I)=[CH:14][CH:13]=2)(=[O:11])=[O:10])[CH:7]=1.[S:21]1[CH:25]=[CH:24][CH:23]=[C:22]1B(O)O. (2) Given the product [CH2:6]([O:5][C:3](=[O:4])[CH2:2][O:1][CH2:21][CH2:22][CH2:23][C:24]1[C:32]2[C:27](=[C:28]([C:33]3[N:37]=[C:36]([C:38]4[CH:43]=[CH:42][C:41]([O:44][CH:45]([CH3:46])[CH3:47])=[C:40]([Cl:48])[CH:39]=4)[O:35][N:34]=3)[CH:29]=[CH:30][CH:31]=2)[N:26]([CH3:49])[CH:25]=1)[CH3:7], predict the reactants needed to synthesize it. The reactants are: [OH:1][CH2:2][C:3]([O:5][CH2:6][CH3:7])=[O:4].[H-].[Na+].CC1C=CC(S(O[CH2:21][CH2:22][CH2:23][C:24]2[C:32]3[C:27](=[C:28]([C:33]4[N:37]=[C:36]([C:38]5[CH:43]=[CH:42][C:41]([O:44][CH:45]([CH3:47])[CH3:46])=[C:40]([Cl:48])[CH:39]=5)[O:35][N:34]=4)[CH:29]=[CH:30][CH:31]=3)[N:26]([CH3:49])[CH:25]=2)(=O)=O)=CC=1. (3) Given the product [CH3:1][O:2][C:3]1[CH:12]=[C:11]2[C:6]([C:7]([C:13]3[C:14]([C:15]4[CH:20]=[CH:19][CH:18]=[CH:17][N:16]=4)=[N:21][N:22]4[CH2:23][CH2:24][CH2:25][CH2:26][CH2:27][C:28]=34)=[CH:8][CH:9]=[N:10]2)=[CH:5][CH:4]=1, predict the reactants needed to synthesize it. The reactants are: [CH3:1][O:2][C:3]1[CH:12]=[C:11]2[C:6]([C:7]([CH2:13][C:14](=[N:21][NH:22][C:23](=O)[CH2:24][CH2:25][CH2:26][CH2:27][CH2:28]Cl)[C:15]3[CH:20]=[CH:19][CH:18]=[CH:17][N:16]=3)=[CH:8][CH:9]=[N:10]2)=[CH:5][CH:4]=1.[H-].[Na+]. (4) The reactants are: [C:1]1([CH2:7][C@@H:8]([NH:13][C:14]2[N:19]=[C:18]([N:20]3[C:29]4[C:24](=[CH:25][N:26]=[C:27]([C:30]5[CH:35]=[CH:34][CH:33]=[CH:32][CH:31]=5)[CH:28]=4)[CH2:23][CH2:22][CH2:21]3)[CH:17]=[CH:16][N:15]=2)[C:9]([O:11]C)=O)[CH:6]=[CH:5][CH:4]=[CH:3][CH:2]=1.[OH-].[NH4+:37].N. Given the product [C:1]1([CH2:7][C@@H:8]([NH:13][C:14]2[N:19]=[C:18]([N:20]3[C:29]4[C:24](=[CH:25][N:26]=[C:27]([C:30]5[CH:31]=[CH:32][CH:33]=[CH:34][CH:35]=5)[CH:28]=4)[CH2:23][CH2:22][CH2:21]3)[CH:17]=[CH:16][N:15]=2)[C:9]([NH2:37])=[O:11])[CH:2]=[CH:3][CH:4]=[CH:5][CH:6]=1, predict the reactants needed to synthesize it. (5) Given the product [NH:12]1[CH:13]=[CH:14][C:10]([C:6]2[CH:5]=[C:4]([NH2:1])[CH:9]=[CH:8][CH:7]=2)=[N:11]1, predict the reactants needed to synthesize it. The reactants are: [N+:1]([C:4]1[CH:5]=[C:6]([C:10]2[CH:14]=[CH:13][NH:12][N:11]=2)[CH:7]=[CH:8][CH:9]=1)([O-])=O. (6) Given the product [ClH:33].[NH2:8][C:9]1[CH:10]=[CH:11][C:12]([C:15]2[CH:16]=[CH:17][C:18]([NH:21][C:22]([C:24]3[CH:29]=[C:28]([N+:30]([O-:32])=[O:31])[CH:27]=[CH:26][C:25]=3[Cl:33])=[O:23])=[CH:19][CH:20]=2)=[CH:13][CH:14]=1, predict the reactants needed to synthesize it. The reactants are: C(OC([NH:8][C:9]1[CH:14]=[CH:13][C:12]([C:15]2[CH:20]=[CH:19][C:18]([NH:21][C:22]([C:24]3[CH:29]=[C:28]([N+:30]([O-:32])=[O:31])[CH:27]=[CH:26][C:25]=3[Cl:33])=[O:23])=[CH:17][CH:16]=2)=[CH:11][CH:10]=1)=O)(C)(C)C.